This data is from Full USPTO retrosynthesis dataset with 1.9M reactions from patents (1976-2016). The task is: Predict the reactants needed to synthesize the given product. (1) Given the product [CH3:22][O:23][C:24]([NH:6][C@H:7]1[CH2:11][CH2:10][N:9]([C:12]([O:14][CH2:15][C:16]2[CH:21]=[CH:20][CH:19]=[CH:18][CH:17]=2)=[O:13])[CH2:8]1)=[O:25], predict the reactants needed to synthesize it. The reactants are: C(=O)(O)[O-].[Na+].[NH2:6][C@H:7]1[CH2:11][CH2:10][N:9]([C:12]([O:14][CH2:15][C:16]2[CH:21]=[CH:20][CH:19]=[CH:18][CH:17]=2)=[O:13])[CH2:8]1.[CH3:22][O:23][C:24](Cl)=[O:25]. (2) Given the product [CH2:3]([O:5][C:6](=[O:10])[CH:7]([C:8]#[N:9])[C:12]1[S:16][CH:15]=[C:14]([C:17]([N:19]2[C@@H:28]3[C@@H:23]([CH2:24][CH2:25][CH2:26][CH2:27]3)[CH2:22][CH2:21][CH2:20]2)=[O:18])[CH:13]=1)[CH3:4], predict the reactants needed to synthesize it. The reactants are: [H-].[Na+].[CH2:3]([O:5][C:6](=[O:10])[CH2:7][C:8]#[N:9])[CH3:4].Br[C:12]1[S:16][CH:15]=[C:14]([C:17]([N:19]2[CH:28]3[CH:23]([CH2:24][CH2:25][CH2:26][CH2:27]3)[CH2:22][CH2:21][CH2:20]2)=[O:18])[CH:13]=1. (3) Given the product [C:16]([O:20][C:21](=[O:40])[NH:22][C:23]1[CH:28]=[CH:27][C:26]([O:29][C:30]2[CH:35]=[CH:34][N:33]=[C:32]([NH2:50])[CH:31]=2)=[CH:25][C:24]=1[F:39])([CH3:19])([CH3:18])[CH3:17], predict the reactants needed to synthesize it. The reactants are: C(O)(=O)C.C(O)(=O)C.IC1C=CC=CC=1.[C:16]([O:20][C:21](=[O:40])[NH:22][C:23]1[CH:28]=[CH:27][C:26]([O:29][C:30]2[CH:35]=[CH:34][N:33]=[C:32](C(=O)N)[CH:31]=2)=[CH:25][C:24]=1[F:39])([CH3:19])([CH3:18])[CH3:17].C(OCC)(=O)C.[OH-].[Na+].C[N:50](C)C=O. (4) Given the product [OH:34][C:31]1[CH:32]=[CH:33][C:28]([C:13]2[C:14]([C:18]#[N:19])=[CH:15][S:16][CH:17]=2)=[CH:29][CH:30]=1, predict the reactants needed to synthesize it. The reactants are: OCC1C=CC(B(O)O)=CC=1.Br[C:13]1[C:14]([C:18]#[N:19])=[CH:15][S:16][CH:17]=1.CC1(C)C(C)(C)OB([C:28]2[CH:33]=[CH:32][C:31]([OH:34])=[CH:30][CH:29]=2)O1. (5) Given the product [O:5]=[S:4]1(=[O:6])[CH2:7][CH2:1][CH2:2][N:3]1[C:9]1[N:18]=[C:17]([C:19]([NH:21][CH2:22][C:23]2[CH:28]=[CH:27][C:26]([F:29])=[CH:25][CH:24]=2)=[O:20])[C:16]([OH:30])=[C:15]2[C:10]=1[CH:11]=[CH:12][CH:13]=[N:14]2, predict the reactants needed to synthesize it. The reactants are: [CH2:1]1[CH2:7][S:4](=[O:6])(=[O:5])[NH:3][CH2:2]1.Br[C:9]1[N:18]=[C:17]([C:19]([NH:21][CH2:22][C:23]2[CH:28]=[CH:27][C:26]([F:29])=[CH:25][CH:24]=2)=[O:20])[C:16]([OH:30])=[C:15]2[C:10]=1[CH:11]=[CH:12][CH:13]=[N:14]2.C(=O)([O-])[O-].[K+].[K+].C(O)(C(F)(F)F)=O. (6) Given the product [Cl:20][C:13]1[N:14]=[N:15][C:16](=[O:19])[CH:17]2[C:12]=1[CH:11]=[CH:10][C:9]([S:8]([O:43][C:34]1[C:33]([F:32])=[C:38]([F:39])[C:37]([F:40])=[C:36]([F:41])[C:35]=1[F:42])(=[O:29])=[O:51])=[CH:18]2, predict the reactants needed to synthesize it. The reactants are: C([S:8][C:9]1[CH:10]=[CH:11][C:12]2[CH:17]([CH:18]=1)[C:16](=[O:19])[N:15]=[N:14][C:13]=2[Cl:20])C1C=CC=CC=1.ClN1C(C)(C)C(=[O:29])N(Cl)C1=O.[F:32][C:33]1[C:38]([F:39])=[C:37]([F:40])[C:36]([F:41])=[C:35]([F:42])[C:34]=1[OH:43].C(N(CC)CC)C.[OH2:51]. (7) Given the product [Cl:13][C:14]1[CH:19]=[CH:18][N:17]=[C:16]([O:10][C:3]2[CH:4]=[C:5]([Cl:9])[C:6]([Cl:8])=[CH:7][C:2]=2[NH2:1])[CH:15]=1, predict the reactants needed to synthesize it. The reactants are: [NH2:1][C:2]1[CH:7]=[C:6]([Cl:8])[C:5]([Cl:9])=[CH:4][C:3]=1[OH:10].[H-].[Na+].[Cl:13][C:14]1[CH:19]=[CH:18][N:17]=[C:16](F)[CH:15]=1. (8) Given the product [NH2:16][CH2:15][CH2:14][C@H:13]([OH:17])[CH2:12][N:3]1[C:4](=[O:11])[C:5]2[C:10](=[CH:9][CH:8]=[CH:7][CH:6]=2)[C:2]1=[O:1], predict the reactants needed to synthesize it. The reactants are: [O:1]=[C:2]1[C:10]2[C:5](=[CH:6][CH:7]=[CH:8][CH:9]=2)[C:4](=[O:11])[N:3]1[CH2:12][C@@H:13]([OH:17])[CH2:14][C:15]#[N:16].Cl. (9) The reactants are: [F:1][C:2]1[CH:7]=[CH:6][C:5]([F:8])=[CH:4][C:3]=1[CH2:9][S:10](Cl)(=[O:12])=[O:11].[Cl-].[CH:15]1([O:21][C:22]([C:24]2[N:25]=[C:26]([CH:29]3[CH2:34][CH2:33][NH2+:32][CH2:31][CH2:30]3)[S:27][CH:28]=2)=[O:23])[CH2:20][CH2:19][CH2:18][CH2:17][CH2:16]1.C(N(CC)CC)C.O. Given the product [F:1][C:2]1[CH:7]=[CH:6][C:5]([F:8])=[CH:4][C:3]=1[CH2:9][S:10]([N:32]1[CH2:31][CH2:30][CH:29]([C:26]2[S:27][CH:28]=[C:24]([C:22]([O:21][CH:15]3[CH2:16][CH2:17][CH2:18][CH2:19][CH2:20]3)=[O:23])[N:25]=2)[CH2:34][CH2:33]1)(=[O:12])=[O:11], predict the reactants needed to synthesize it.